Dataset: Forward reaction prediction with 1.9M reactions from USPTO patents (1976-2016). Task: Predict the product of the given reaction. (1) Given the reactants [OH-].[Na+].[CH3:3][C@@H:4]1[CH2:9][O:8][CH2:7][CH2:6][N:5]1[C:10]1[CH:15]=[C:14]([C:16]2([S@:19]([CH3:22])(=[NH:21])=[O:20])[CH2:18][CH2:17]2)[N:13]=[C:12]([C:23]2[CH:28]=[CH:27][N:26]=[C:25]3[N:29](S(C4C=CC(C)=CC=4)(=O)=O)[CH:30]=[CH:31][C:24]=23)[N:11]=1.Cl, predict the reaction product. The product is: [CH3:3][C@@H:4]1[CH2:9][O:8][CH2:7][CH2:6][N:5]1[C:10]1[CH:15]=[C:14]([C:16]2([S@@:19]([CH3:22])(=[NH:21])=[O:20])[CH2:18][CH2:17]2)[N:13]=[C:12]([C:23]2[CH:28]=[CH:27][N:26]=[C:25]3[NH:29][CH:30]=[CH:31][C:24]=23)[N:11]=1. (2) Given the reactants [Br:1][C:2]1[CH:10]=[CH:9][C:5]([C:6](O)=[O:7])=[C:4]([F:11])[CH:3]=1.CCN=C=NCCCN(C)C.Cl.[CH3:24][NH:25][O:26][CH3:27].C(N(C(C)C)CC)(C)C, predict the reaction product. The product is: [Br:1][C:2]1[CH:10]=[CH:9][C:5]([C:6]([N:25]([O:26][CH3:27])[CH3:24])=[O:7])=[C:4]([F:11])[CH:3]=1.